This data is from Full USPTO retrosynthesis dataset with 1.9M reactions from patents (1976-2016). The task is: Predict the reactants needed to synthesize the given product. (1) Given the product [CH2:1]([O:3][C:4]([C:6]1[N:7]([CH3:20])[N:8]=[C:9]([C:13]2[CH:14]=[CH:15][C:16]([Cl:19])=[CH:17][CH:18]=2)[C:10]=1[CH2:11][CH3:12])=[O:5])[CH3:2].[CH2:1]([O:3][C:4]([C:6]1[C:10]([CH2:11][CH3:12])=[C:9]([C:13]2[CH:14]=[CH:15][C:16]([Cl:19])=[CH:17][CH:18]=2)[N:8]([CH3:20])[N:7]=1)=[O:5])[CH3:2], predict the reactants needed to synthesize it. The reactants are: [CH2:1]([O:3][C:4]([C:6]1[C:10]([CH2:11][CH3:12])=[C:9]([C:13]2[CH:18]=[CH:17][C:16]([Cl:19])=[CH:15][CH:14]=2)[NH:8][N:7]=1)=[O:5])[CH3:2].[CH3:20]I.[OH-].[K+]. (2) Given the product [ClH:1].[CH3:20][C:16]1[CH:15]=[N:14][C:13]2[N:18]([N:19]=[C:11]3[CH2:10][NH:9][CH2:21][C:12]3=2)[CH:17]=1, predict the reactants needed to synthesize it. The reactants are: [ClH:1].C(OC([N:9]1[CH2:21][C:12]2=[C:13]3[N:18]([N:19]=[C:11]2[CH2:10]1)[CH:17]=[C:16]([CH3:20])[CH:15]=[N:14]3)=O)(C)(C)C.CCO. (3) Given the product [CH2:1]([N:8]1[CH:12]=[C:11]([CH2:13][CH2:14][CH2:15][CH:16]=[O:17])[C:10]([O:21][CH2:22][CH3:23])=[N:9]1)[C:2]1[CH:3]=[CH:4][CH:5]=[CH:6][CH:7]=1, predict the reactants needed to synthesize it. The reactants are: [CH2:1]([N:8]1[CH:12]=[C:11]([CH2:13][CH2:14][CH2:15][CH:16]2OCC[O:17]2)[C:10]([O:21][CH2:22][CH3:23])=[N:9]1)[C:2]1[CH:7]=[CH:6][CH:5]=[CH:4][CH:3]=1.Cl.C(O)C.[Cl-].[NH4+]. (4) Given the product [Br:1][C:2]1[C:3]([CH3:12])=[CH:4][C:5]([CH3:11])=[C:6]2[C:7]=1[CH:13]=[CH:14][NH:8]2, predict the reactants needed to synthesize it. The reactants are: [Br:1][C:2]1[CH:7]=[C:6]([N+:8]([O-])=O)[C:5]([CH3:11])=[CH:4][C:3]=1[CH3:12].[CH:13]([Mg]Br)=[CH2:14].O. (5) Given the product [C:26]([O:25][CH:19]([C:8]1[C:7]([CH3:30])=[CH:6][C:5]2[C:10](=[CH:11][C:2]([CH3:31])=[CH:3][CH:4]=2)[C:9]=1[C:12]1[CH:17]=[CH:16][C:15]([Cl:18])=[CH:14][CH:13]=1)[C:20]([OH:22])=[O:21])([CH3:27])([CH3:29])[CH3:28], predict the reactants needed to synthesize it. The reactants are: Br[C:2]1[CH:11]=[C:10]2[C:5]([CH:6]=[C:7]([CH3:30])[C:8]([CH:19]([O:25][C:26]([CH3:29])([CH3:28])[CH3:27])[C:20]([O:22]CC)=[O:21])=[C:9]2[C:12]2[CH:17]=[CH:16][C:15]([Cl:18])=[CH:14][CH:13]=2)=[CH:4][CH:3]=1.[CH3:31]B1OB(C)OB(C)O1.C([O-])([O-])=O.[K+].[K+].CC#N.O. (6) Given the product [CH3:11][O:12][C:2]1[CH:3]=[C:4]([CH3:10])[C:5]([C:8]#[N:9])=[N:6][CH:7]=1, predict the reactants needed to synthesize it. The reactants are: Br[C:2]1[CH:3]=[C:4]([CH3:10])[C:5]([C:8]#[N:9])=[N:6][CH:7]=1.[CH3:11][O-:12].[Na+]. (7) Given the product [CH2:22]([O:29][N:30]1[C:36](=[O:37])[N:35]2[CH2:38][C@H:31]1[CH2:32][CH2:33][C@H:34]2[C:39]1[O:40][C:43]([CH2:44][CH2:45][CH2:46][NH:47][C:48](=[O:54])[O:49][C:50]([CH3:52])([CH3:53])[CH3:51])=[N:42][N:41]=1)[C:23]1[CH:28]=[CH:27][CH:26]=[CH:25][CH:24]=1, predict the reactants needed to synthesize it. The reactants are: C1C=CC(P(C2C=CC=CC=2)C2C=CC=CC=2)=CC=1.II.[CH2:22]([O:29][N:30]1[C:36](=[O:37])[N:35]2[CH2:38][C@H:31]1[CH2:32][CH2:33][C@H:34]2[C:39]([NH:41][NH:42][C:43](=O)[CH2:44][CH2:45][CH2:46][NH:47][C:48](=[O:54])[O:49][C:50]([CH3:53])([CH3:52])[CH3:51])=[O:40])[C:23]1[CH:28]=[CH:27][CH:26]=[CH:25][CH:24]=1.